Dataset: Experimentally validated miRNA-target interactions with 360,000+ pairs, plus equal number of negative samples. Task: Binary Classification. Given a miRNA mature sequence and a target amino acid sequence, predict their likelihood of interaction. (1) The miRNA is hsa-miR-146b-5p with sequence UGAGAACUGAAUUCCAUAGGCUG. The protein sequence of the target gene is MATESPATRRVQVAEHPRLLKLKEMFNSKFGSIPKFYVRAPGRVNIIGEHIDYCGYSVLPMAVEQDVLIAVEPVKTYALQLANTNPLYPDFSTSANNIQIDKTKPLWHNYFLCGLKGIQEHFGLSNLTGMNCLVDGNIPPSSGLSSSSALVCCAGLVTLTVLGRNLSKVELAEICAKSERYIGTEGGGMDQSISFLAEEGTAKLIEFSPLRATDVKLPSGAVFVIANSCVEMNKAATSHFNIRVMECRLAAKLLAKYKSLQWDKVLRLEEVQAKLGISLEEMLLVTEDALHPEPYNPEEI.... Result: 0 (no interaction). (2) The miRNA is mmu-miR-5106 with sequence AGGUCUGUAGCUCAGUUGGCAGA. The protein sequence of the target gene is MSGFNFGGTGAPTGGFTFGTAKTATTTPATGFSFSTSGTGGFNFGAPFQPATSTPSTGLFSLATQTPATQTTGFTFGTATLASGGTGFSLGIGASKLNLSNTAATPAMANPSGFGLGSSNLTNAISSTVTSSQGTAPTGFVFGPSTTSVAPATTSGGFSFTGGSTAQPSGFNIGSAGNSAQPTAPATLPFTPATPAATTAGATQPAAPTPTATITSTGPSLFASIATAPTSSATTGLSLCTPVTTAGAPTAGTQGFSLKAPGAASGTSTTTSTAATATATTTSSSSTTGFALNLKPLAPA.... Result: 0 (no interaction). (3) The protein sequence of the target gene is MAPPSRHCLLLISTLGVFALNCFTKGQKNSTLIFTRENTIRNCSCSADIRDCDYSLANLMCNCKTVLPLAVERTSYNGHLTIWFTDTSALGHLLNFTLVQDLKLSLCSTNTLPTEYLAICGLKRLRINMEAKHPFPEQSLLIHSGGDSDSREKPMWLHKGWQPCMYISFLDMALFNRDSAFKSYSIENVTSIANNFPDFSYFRTFPMPSNKSYVVTFIY. The miRNA is hsa-miR-8079 with sequence CAGUGAUCGUCUCUGCUGGC. Result: 0 (no interaction). (4) The miRNA is hsa-miR-508-5p with sequence UACUCCAGAGGGCGUCACUCAUG. The protein sequence of the target gene is MAAPSGGWNGVGASLWAALLLGAVALRPAEAVSEPTTVAFDVRPGGVVHSFSHNVGPGDKYTCMFTYASQGGTNEQWQMSLGTSEDHQHFTCTIWRPQGKSYLYFTQFKAEVRGAEIEYAMAYSKAAFERESDVPLKTEEFEVTKTAVAHRPGAFKAELSKLVIVAKASRTEL. Result: 1 (interaction). (5) The miRNA is mmu-miR-497b with sequence CACCACAGUGUGGUUUGGACGUGG. The protein sequence of the target gene is MPGAGDGVEESCSGGEGAVPGTGSEAGAVAGREPSRLCGYLQKLSGKGPLRGYRSRWFVFDSRRCYLYYFKSPQDALPLGHLDIADACFSYQGRDEAAEPGADPPTHFQVHSAGAVTVLKAPNRELMTYWLQELQQKRWEYCNSLDMMKWDSRTSPTPGDFPKGLVARDTTDIISQHPNPSAEKARTVLAVEAAPGELVGDRAAHQPAPGHPNPINFYSLKQWGNELKNSMSSFRPGRGHSESRRTVFYTNEEWELLDPPPKDLEESLVPEERKKPMPEGSKGVASSGFPFEFGRNPYKG.... Result: 0 (no interaction).